This data is from Catalyst prediction with 721,799 reactions and 888 catalyst types from USPTO. The task is: Predict which catalyst facilitates the given reaction. (1) Reactant: [C:1]([N:4]1[CH2:9][CH2:8][C:7]2([CH2:18][C:17](=O)[C:16]3[C:11](=[CH:12][CH:13]=[C:14]([C:20]4[CH:21]=[C:22]([CH:25]=[CH:26][CH:27]=4)[C:23]#[N:24])[CH:15]=3)[O:10]2)[CH2:6][CH2:5]1)(=[O:3])[CH3:2].C[Si]([N:32]=[C:33]=[N:34][Si](C)(C)C)(C)C. Product: [C:1]([N:4]1[CH2:9][CH2:8][C:7]2([CH2:18][C:17](=[N:34][C:33]#[N:32])[C:16]3[C:11](=[CH:12][CH:13]=[C:14]([C:20]4[CH:27]=[CH:26][CH:25]=[C:22]([C:23]#[N:24])[CH:21]=4)[CH:15]=3)[O:10]2)[CH2:6][CH2:5]1)(=[O:3])[CH3:2]. The catalyst class is: 388. (2) Reactant: [Li+].C[Si]([N-][Si](C)(C)C)(C)C.[NH2:11][C:12]1[CH:20]=[C:19]2[C:15]([C:16]([C:40]3[CH:45]=[CH:44]N=[C:42]([CH3:46])[CH:41]=3)=[N:17][N:18]2[C:21]([C:34]2[CH:39]=[CH:38][CH:37]=[CH:36][CH:35]=2)([C:28]2[CH:33]=[CH:32][CH:31]=[CH:30][CH:29]=2)[C:22]2[CH:27]=[CH:26][CH:25]=[CH:24][CH:23]=2)=[CH:14][C:13]=1[CH2:47][CH2:48][CH2:49][C:50](OCC)=[O:51].[NH4+:55].[Cl-]. Product: [CH3:46][C:42]1[CH:41]=[C:40]([C:16]2[C:15]3[C:19](=[CH:20][C:12]4[NH:11][C:50](=[O:51])[CH2:49][CH2:48][CH2:47][C:13]=4[CH:14]=3)[N:18]([C:21]([C:22]3[CH:27]=[CH:26][CH:25]=[CH:24][CH:23]=3)([C:28]3[CH:29]=[CH:30][CH:31]=[CH:32][CH:33]=3)[C:34]3[CH:35]=[CH:36][CH:37]=[CH:38][CH:39]=3)[N:17]=2)[CH:45]=[CH:44][N:55]=1. The catalyst class is: 1. (3) Reactant: [N+]([O-])(O)=O.[NH2:5][C:6]([NH:8][C:9]1[CH:18]=[CH:17][C:12]([C:13]([O:15]C)=[O:14])=[C:11]([O:19][CH3:20])[CH:10]=1)=[NH:7].[ClH:21]. Product: [ClH:21].[NH2:7][C:6]([NH:8][C:9]1[CH:18]=[CH:17][C:12]([C:13]([OH:15])=[O:14])=[C:11]([O:19][CH3:20])[CH:10]=1)=[NH:5]. The catalyst class is: 6. (4) Reactant: [F:1][C:2]1[CH:7]=[CH:6][C:5]([N:8]2[C:16]3[C:11](=[C:12](/[CH:17]=[CH:18]/[CH:19]([NH:21][C:22](=[O:28])[O:23][C:24]([CH3:27])([CH3:26])[CH3:25])[CH3:20])[CH:13]=[CH:14][CH:15]=3)[CH:10]=[N:9]2)=[CH:4][CH:3]=1. Product: [F:1][C:2]1[CH:7]=[CH:6][C:5]([N:8]2[C:16]3[C:11](=[C:12]([CH2:17][CH2:18][CH:19]([NH:21][C:22](=[O:28])[O:23][C:24]([CH3:27])([CH3:26])[CH3:25])[CH3:20])[CH:13]=[CH:14][CH:15]=3)[CH:10]=[N:9]2)=[CH:4][CH:3]=1. The catalyst class is: 29. (5) Reactant: [Br:1]NC(=O)CCC(N)=O.[N+:10]([C:13]1[CH:21]=[C:20]2[C:16]([CH:17]=[CH:18][NH:19]2)=[CH:15][CH:14]=1)([O-:12])=[O:11]. Product: [Br:1][C:17]1[C:16]2[C:20](=[CH:21][C:13]([N+:10]([O-:12])=[O:11])=[CH:14][CH:15]=2)[NH:19][CH:18]=1. The catalyst class is: 7. (6) Reactant: [C:1]([O:5][C@@H:6]([C:11]1[C:12](Cl)=[C:13]2[C:20]([CH3:21])=[C:19]([CH3:22])[NH:18][C:14]2=[N:15][C:16]=1[CH3:17])[C:7]([O:9][CH3:10])=[O:8])([CH3:4])([CH3:3])[CH3:2].[Cl:24][C:25]1[C:34](B2OC(C)(C)C(C)(C)O2)=[CH:33][CH:32]=[C:31]2[C:26]=1[CH2:27][CH2:28][CH2:29][O:30]2.C(=O)([O-])[O-].[K+].[K+]. Product: [C:1]([O:5][C@@H:6]([C:11]1[C:12]([C:34]2[C:25]([Cl:24])=[C:26]3[C:31](=[CH:32][CH:33]=2)[O:30][CH2:29][CH2:28][CH2:27]3)=[C:13]2[C:20]([CH3:21])=[C:19]([CH3:22])[NH:18][C:14]2=[N:15][C:16]=1[CH3:17])[C:7]([O:9][CH3:10])=[O:8])([CH3:4])([CH3:3])[CH3:2]. The catalyst class is: 427.